This data is from Reaction yield outcomes from USPTO patents with 853,638 reactions. The task is: Predict the reaction yield, written as a fraction of the theoretical maximum amount of product (1.0 means a 100% yield; for example, 0.34 means a 34% yield). (1) The reactants are [CH2:1]([N:8]1CCN(C2SC(C(O)=O)=C(C)N=2)C1=O)[C:2]1[CH:7]=[CH:6][CH:5]=[CH:4][CH:3]=1.[CH3:23][C:24]1[N:25]=[C:26]([N:32]2[CH2:36][CH2:35][N:34]([CH2:37][C:38]3[CH:43]=[CH:42][C:41]([C:44]([F:47])([F:46])[F:45])=[CH:40][CH:39]=3)[C:33]2=[O:48])[S:27][C:28]=1[C:29]([OH:31])=O.C(N)C1C=CC=CC=1. No catalyst specified. The product is [CH2:1]([NH:8][C:29]([C:28]1[S:27][C:26]([N:32]2[CH2:36][CH2:35][N:34]([CH2:37][C:38]3[CH:43]=[CH:42][C:41]([C:44]([F:45])([F:46])[F:47])=[CH:40][CH:39]=3)[C:33]2=[O:48])=[N:25][C:24]=1[CH3:23])=[O:31])[C:2]1[CH:7]=[CH:6][CH:5]=[CH:4][CH:3]=1. The yield is 0.440. (2) The reactants are [F:1][C:2]([F:29])([F:28])[O:3][C:4]1[CH:9]=[CH:8][C:7]([N:10]2[CH:14]=[N:13][C:12]([C:15]3[CH:20]=[CH:19][C:18]([CH:21]4[CH2:26][CH2:25][CH2:24][CH2:23][C:22]4=O)=[CH:17][CH:16]=3)=[N:11]2)=[CH:6][CH:5]=1.C([O-])(=O)C.[NH4+].C([BH3-])#[N:36].[Na+]. The catalyst is CO. The product is [F:1][C:2]([F:29])([F:28])[O:3][C:4]1[CH:5]=[CH:6][C:7]([N:10]2[CH:14]=[N:13][C:12]([C:15]3[CH:16]=[CH:17][C:18]([CH:21]4[CH2:26][CH2:25][CH2:24][CH2:23][CH:22]4[NH2:36])=[CH:19][CH:20]=3)=[N:11]2)=[CH:8][CH:9]=1. The yield is 0.340.